From a dataset of NCI-60 drug combinations with 297,098 pairs across 59 cell lines. Regression. Given two drug SMILES strings and cell line genomic features, predict the synergy score measuring deviation from expected non-interaction effect. (1) Drug 1: C1=CC(=CC=C1CCCC(=O)O)N(CCCl)CCCl. Drug 2: CC(C)(C#N)C1=CC(=CC(=C1)CN2C=NC=N2)C(C)(C)C#N. Cell line: UACC62. Synergy scores: CSS=15.6, Synergy_ZIP=-10.1, Synergy_Bliss=-12.4, Synergy_Loewe=-11.9, Synergy_HSA=-11.8. (2) Drug 1: C1=C(C(=O)NC(=O)N1)N(CCCl)CCCl. Drug 2: CCC1=C2CN3C(=CC4=C(C3=O)COC(=O)C4(CC)O)C2=NC5=C1C=C(C=C5)O. Cell line: UACC62. Synergy scores: CSS=34.6, Synergy_ZIP=-7.70, Synergy_Bliss=-5.90, Synergy_Loewe=-5.58, Synergy_HSA=-2.34. (3) Drug 1: CC12CCC3C(C1CCC2O)C(CC4=C3C=CC(=C4)O)CCCCCCCCCS(=O)CCCC(C(F)(F)F)(F)F. Drug 2: CC1C(C(CC(O1)OC2CC(CC3=C2C(=C4C(=C3O)C(=O)C5=CC=CC=C5C4=O)O)(C(=O)C)O)N)O. Cell line: ACHN. Synergy scores: CSS=49.9, Synergy_ZIP=-0.774, Synergy_Bliss=-3.58, Synergy_Loewe=-12.3, Synergy_HSA=-2.29. (4) Drug 1: CC12CCC3C(C1CCC2NC(=O)OCC(F)(F)F)CCC4C3(C=CC(=O)N4C)C. Drug 2: CC1CC2C3CCC4=CC(=O)C=CC4(C3(C(CC2(C1(C(=O)CO)O)C)O)F)C. Cell line: NCIH23. Synergy scores: CSS=7.64, Synergy_ZIP=-1.49, Synergy_Bliss=-2.72, Synergy_Loewe=-7.55, Synergy_HSA=-1.23. (5) Drug 1: CC12CCC(CC1=CCC3C2CCC4(C3CC=C4C5=CN=CC=C5)C)O. Drug 2: C1=CC(=CC=C1C#N)C(C2=CC=C(C=C2)C#N)N3C=NC=N3. Cell line: HOP-62. Synergy scores: CSS=-0.701, Synergy_ZIP=1.78, Synergy_Bliss=2.19, Synergy_Loewe=-0.858, Synergy_HSA=-0.822. (6) Drug 1: CNC(=O)C1=CC=CC=C1SC2=CC3=C(C=C2)C(=NN3)C=CC4=CC=CC=N4. Drug 2: C1CN(P(=O)(OC1)NCCCl)CCCl. Cell line: RXF 393. Synergy scores: CSS=23.2, Synergy_ZIP=10.2, Synergy_Bliss=14.5, Synergy_Loewe=11.9, Synergy_HSA=13.9. (7) Drug 1: C1CCC(CC1)NC(=O)N(CCCl)N=O. Drug 2: C1CN(CCN1C(=O)CCBr)C(=O)CCBr. Cell line: SW-620. Synergy scores: CSS=46.1, Synergy_ZIP=-1.63, Synergy_Bliss=3.38, Synergy_Loewe=-0.502, Synergy_HSA=3.42. (8) Drug 1: CC1=C2C(C(=O)C3(C(CC4C(C3C(C(C2(C)C)(CC1OC(=O)C(C(C5=CC=CC=C5)NC(=O)OC(C)(C)C)O)O)OC(=O)C6=CC=CC=C6)(CO4)OC(=O)C)OC)C)OC. Drug 2: C1CNP(=O)(OC1)N(CCCl)CCCl. Cell line: MCF7. Synergy scores: CSS=37.9, Synergy_ZIP=2.81, Synergy_Bliss=2.68, Synergy_Loewe=-22.4, Synergy_HSA=2.01.